From a dataset of Full USPTO retrosynthesis dataset with 1.9M reactions from patents (1976-2016). Predict the reactants needed to synthesize the given product. (1) Given the product [CH:1]1([C:7]([N:32]2[CH2:33][CH2:34][N:29]([C:26]3[CH:27]=[CH:28][C:23]([NH:22][C:20]([NH:19][C:13]4[CH:14]=[C:15]([CH3:18])[CH:16]=[CH:17][C:12]=4[O:11][CH3:10])=[O:21])=[CH:24][CH:25]=3)[CH2:30][CH2:31]2)=[O:8])[CH2:6][CH2:5][CH2:4][CH2:3][CH2:2]1, predict the reactants needed to synthesize it. The reactants are: [CH:1]1([C:7](Cl)=[O:8])[CH2:6][CH2:5][CH2:4][CH2:3][CH2:2]1.[CH3:10][O:11][C:12]1[CH:17]=[CH:16][C:15]([CH3:18])=[CH:14][C:13]=1[NH:19][C:20]([NH:22][C:23]1[CH:28]=[CH:27][C:26]([N:29]2[CH2:34][CH2:33][NH:32][CH2:31][CH2:30]2)=[CH:25][CH:24]=1)=[O:21].C(=O)([O-])O.[Na+].C(OC(C)C)(C)C. (2) Given the product [F:33][C:31]([F:32])([F:34])[C:29]1[CH:28]=[C:5]([CH:4]=[C:3]([C:2]([F:36])([F:1])[F:35])[CH:30]=1)[C:6]([N:8]1[CH2:9][CH2:10][C:11]2([N:15]([C:16]3[CH:21]=[CH:20][CH:19]=[CH:18][CH:17]=3)[CH2:14][N:13]([CH2:22][CH2:23][N:37]3[CH:41]=[CH:40][N:39]=[CH:38]3)[C:12]2=[O:25])[CH2:26][CH2:27]1)=[O:7], predict the reactants needed to synthesize it. The reactants are: [F:1][C:2]([F:36])([F:35])[C:3]1[CH:4]=[C:5]([CH:28]=[C:29]([C:31]([F:34])([F:33])[F:32])[CH:30]=1)[C:6]([N:8]1[CH2:27][CH2:26][C:11]2([N:15]([C:16]3[CH:21]=[CH:20][CH:19]=[CH:18][CH:17]=3)[CH2:14][N:13]([CH2:22][CH2:23]O)[C:12]2=[O:25])[CH2:10][CH2:9]1)=[O:7].[NH:37]1[CH:41]=[CH:40][N:39]=[CH:38]1. (3) Given the product [Cl:1][C:2]1[C:7]([F:8])=[CH:6][CH:5]=[C:4]([F:9])[C:3]=1[C:10]1[S:11](=[O:21])(=[O:22])[NH:12][C:13]2[C:18]([C:19]=1[O:20][C:31](=[O:32])[C:30]([CH3:35])([CH3:34])[CH3:29])=[N:17][CH:16]=[CH:15][N:14]=2, predict the reactants needed to synthesize it. The reactants are: [Cl:1][C:2]1[C:7]([F:8])=[CH:6][CH:5]=[C:4]([F:9])[C:3]=1[C:10]1[S:11](=[O:22])(=[O:21])[NH:12][C:13]2[C:18]([C:19]=1[OH:20])=[N:17][CH:16]=[CH:15][N:14]=2.N1C=CC=CC=1.[CH3:29][C:30]([CH3:35])([CH3:34])[C:31](Cl)=[O:32]. (4) The reactants are: Br[C:2]1[CH:7]=[CH:6][C:5]([CH2:8][N:9]2[C:14](=[O:15])[C:13]([C:16]([NH:18][CH2:19][C:20]([OH:22])=[O:21])=[O:17])=[C:12]([OH:23])[C:11]([CH:24]([CH3:26])[CH3:25])=[N:10]2)=[CH:4][CH:3]=1.[C:27]([C:30]1[CH:35]=[CH:34][C:33](B(O)O)=[CH:32][CH:31]=1)([OH:29])=[O:28].C(=O)([O-])[O-].[K+].[K+].Cl. Given the product [C:20]([CH2:19][NH:18][C:16]([C:13]1[C:14](=[O:15])[N:9]([CH2:8][C:5]2[CH:6]=[CH:7][C:2]([C:33]3[CH:34]=[CH:35][C:30]([C:27]([OH:29])=[O:28])=[CH:31][CH:32]=3)=[CH:3][CH:4]=2)[N:10]=[C:11]([CH:24]([CH3:26])[CH3:25])[C:12]=1[OH:23])=[O:17])([OH:22])=[O:21], predict the reactants needed to synthesize it. (5) Given the product [Cl:1][C:2]1[C:3]2[N:4]([C:22]([CH2:23][CH:24]3[CH2:26][CH2:25]3)=[N:21][N:20]=2)[N:5]=[CH:6][C:7]=1[NH:8][CH2:9][CH:10]1[CH2:12][CH:11]1[C:13]1[CH:18]=[CH:17][C:16]([F:19])=[CH:15][CH:14]=1, predict the reactants needed to synthesize it. The reactants are: [Cl:1][C:2]1[C:7]([NH:8][CH2:9][CH:10]2[CH2:12][CH:11]2[C:13]2[CH:18]=[CH:17][C:16]([F:19])=[CH:15][CH:14]=2)=[CH:6][N:5]=[N:4][C:3]=1[NH:20][NH:21][C:22](=O)[CH2:23][CH:24]1[CH2:26][CH2:25]1.P(Cl)(Cl)(Cl)=O.